Dataset: Forward reaction prediction with 1.9M reactions from USPTO patents (1976-2016). Task: Predict the product of the given reaction. (1) Given the reactants CS(O)(=O)=[O:3].[Br:6][C:7]1[CH:8]=[C:9]([C:15]([CH3:19])([CH3:18])[C:16]#N)[CH:10]=[CH:11][C:12]=1[O:13][CH3:14].[C:20]([O:23][CH2:24][CH2:25]Br)(=[O:22])[CH3:21].Cl, predict the reaction product. The product is: [CH2:24]([O:23][C:20](=[O:22])[CH2:21][C:16](=[O:3])[C:15]([C:9]1[CH:10]=[CH:11][C:12]([O:13][CH3:14])=[C:7]([Br:6])[CH:8]=1)([CH3:19])[CH3:18])[CH3:25]. (2) Given the reactants [CH3:1][O:2][C:3]([C:5]1([C:9]2[CH:14]=[CH:13][C:12]([NH:15][C:16]3[C:21]4[CH2:22][CH2:23][CH2:24][C:20]=4[N:19]=[C:18](Cl)[N:17]=3)=[CH:11][CH:10]=2)[CH2:8][CH2:7][CH2:6]1)=[O:4].[CH3:26][N:27]1[C:31](B2OC(C)(C)C(C)(C)O2)=[CH:30][CH:29]=[N:28]1, predict the reaction product. The product is: [CH3:1][O:2][C:3]([C:5]1([C:9]2[CH:14]=[CH:13][C:12]([NH:15][C:16]3[C:21]4[CH2:22][CH2:23][CH2:24][C:20]=4[N:19]=[C:18]([C:30]4[CH:29]=[N:28][N:27]([CH3:26])[CH:31]=4)[N:17]=3)=[CH:11][CH:10]=2)[CH2:8][CH2:7][CH2:6]1)=[O:4]. (3) Given the reactants [OH-:1].[Na+].CN(C)[C:5](=[O:34])[CH2:6][N:7]1[C:16]2[C:11](=[N:12][CH:13]=[C:14]([CH2:17][C:18]3[CH:23]=[CH:22][C:21]([F:24])=[CH:20][CH:19]=3)[CH:15]=2)[C:10]([OH:25])=[C:9]([C:26]([NH:28][CH2:29][CH2:30][O:31][CH3:32])=[O:27])[C:8]1=[O:33], predict the reaction product. The product is: [F:24][C:21]1[CH:20]=[CH:19][C:18]([CH2:17][C:14]2[CH:15]=[C:16]3[C:11]([C:10]([OH:25])=[C:9]([C:26]([NH:28][CH2:29][CH2:30][O:31][CH3:32])=[O:27])[C:8](=[O:33])[N:7]3[CH2:6][C:5]([OH:34])=[O:1])=[N:12][CH:13]=2)=[CH:23][CH:22]=1. (4) Given the reactants [OH:1][C:2]1[CH:7]=[CH:6][C:5]([NH:8][C:9](=[O:11])[CH3:10])=[CH:4][CH:3]=1.Cl[C:13]1[C:22]2[C:17](=[CH:18][CH:19]=[CH:20][CH:21]=2)[CH:16]=[C:15]([NH:23][C:24]2[CH:28]=[C:27]([CH3:29])[NH:26][N:25]=2)[N:14]=1, predict the reaction product. The product is: [CH3:29][C:27]1[NH:26][N:25]=[C:24]([NH:23][C:15]2[N:14]=[C:13]([O:1][C:2]3[CH:3]=[CH:4][C:5]([NH:8][C:9](=[O:11])[CH3:10])=[CH:6][CH:7]=3)[C:22]3[C:17]([CH:16]=2)=[CH:18][CH:19]=[CH:20][CH:21]=3)[CH:28]=1. (5) Given the reactants [CH2:1]([C:3]1[N:7]=[C:6]([NH2:8])[NH:5][N:4]=1)[CH3:2].[C:9]([N:12]1[C:20]2[C:15](=[CH:16][C:17]([C:21](=O)[CH2:22][C:23](OCC)=[O:24])=[CH:18][CH:19]=2)[CH:14]=[N:13]1)(=[O:11])[CH3:10].CC1C=CC(S(O)(=O)=O)=CC=1, predict the reaction product. The product is: [C:9]([N:12]1[C:20]2[C:15](=[CH:16][C:17]([C:21]3[NH:8][C:6]4[N:5]([N:4]=[C:3]([CH2:1][CH3:2])[N:7]=4)[C:23](=[O:24])[CH:22]=3)=[CH:18][CH:19]=2)[CH:14]=[N:13]1)(=[O:11])[CH3:10]. (6) Given the reactants [CH2:1]([N:8]1[C:12]([C:13]2[CH:18]=[CH:17][CH:16]=[CH:15][CH:14]=2)=[CH:11][CH:10]=[C:9]1[C:19]1[CH:20]=[C:21]2[C:26](=[CH:27][CH:28]=1)[CH:25]=[C:24]([O:29][CH:30]([CH2:35][C:36]1[CH:41]=[CH:40][CH:39]=[CH:38][CH:37]=1)[C:31]([O:33]C)=[O:32])[CH:23]=[CH:22]2)[C:2]1[CH:7]=[CH:6][CH:5]=[CH:4][CH:3]=1, predict the reaction product. The product is: [CH2:1]([N:8]1[C:12]([C:13]2[CH:14]=[CH:15][CH:16]=[CH:17][CH:18]=2)=[CH:11][CH:10]=[C:9]1[C:19]1[CH:20]=[C:21]2[C:26](=[CH:27][CH:28]=1)[CH:25]=[C:24]([O:29][CH:30]([CH2:35][C:36]1[CH:41]=[CH:40][CH:39]=[CH:38][CH:37]=1)[C:31]([OH:33])=[O:32])[CH:23]=[CH:22]2)[C:2]1[CH:7]=[CH:6][CH:5]=[CH:4][CH:3]=1. (7) Given the reactants [C:1]([O-:4])([O-:3])=O.[Cs+].[Cs+].[Na+].[I-].[C:9]([OH:21])(=[O:20])[CH2:10][CH2:11][CH2:12][CH2:13][CH2:14][CH2:15][CH2:16][C:17]([OH:19])=O.[C:22]([O:31][CH2:32]Cl)(=[O:30])[CH2:23][CH2:24][CH2:25][CH2:26][CH2:27][CH2:28][CH3:29].[CH2:34]1[CH2:38][O:37][CH2:36][CH2:35]1, predict the reaction product. The product is: [C:17]([O:3][CH2:1][O:4][C:36](=[O:37])[CH2:35][CH2:34][CH2:38][CH2:9][CH2:10][CH2:11][CH3:12])(=[O:19])[CH2:16][CH2:15][CH2:14][CH2:13][CH2:12][CH2:11][CH2:10][C:9]([O:21][CH2:32][O:31][C:22](=[O:30])[CH2:23][CH2:24][CH2:25][CH2:26][CH2:27][CH2:28][CH3:29])=[O:20].